From a dataset of Forward reaction prediction with 1.9M reactions from USPTO patents (1976-2016). Predict the product of the given reaction. (1) The product is: [CH2:5]1[NH+:6]([CH2:7][CH2:8][OH:9])[CH2:1][CH2:2][N:3]([CH2:10][CH2:11][S:12]([O-:15])(=[O:14])=[O:13])[CH2:4]1. Given the reactants [CH2:1]1[N:6]([CH2:7][CH2:8][OH:9])[CH2:5][CH2:4][N:3]([CH2:10][CH2:11][S:12]([OH:15])(=[O:14])=[O:13])[CH2:2]1.[Na].Cl.C(O)(=O)C, predict the reaction product. (2) Given the reactants [NH2:1][C:2]1[CH:3]=[C:4]2[C:9](=[C:10]([Cl:12])[CH:11]=1)[N:8]=[CH:7][C:6]([C:13]#[N:14])=[C:5]2[NH:15][C:16]1[CH:21]=[CH:20][C:19]([F:22])=[C:18]([Cl:23])[CH:17]=1.[N:24]1[CH:28]=[C:27]([CH2:29][CH:30]=O)[NH:26][CH:25]=1.[BH3-]C#N.[Na+], predict the reaction product. The product is: [Cl:12][C:10]1[CH:11]=[C:2]([NH:1][CH2:30][CH2:29][C:27]2[NH:26][CH:25]=[N:24][CH:28]=2)[CH:3]=[C:4]2[C:9]=1[N:8]=[CH:7][C:6]([C:13]#[N:14])=[C:5]2[NH:15][C:16]1[CH:21]=[CH:20][C:19]([F:22])=[C:18]([Cl:23])[CH:17]=1. (3) Given the reactants [Br:1][C:2]1[CH:3]=[CH:4][C:5]([CH:20]2[CH2:22][CH2:21]2)=[C:6]([CH:8]2[C:10]3([C:14](=[O:15])[C:13]([CH3:17])([CH3:16])[O:12][C:11]3([CH3:19])[CH3:18])[O:9]2)[CH:7]=1, predict the reaction product. The product is: [Br:1][C:2]1[CH:3]=[CH:4][C:5]([CH:20]2[CH2:21][CH2:22]2)=[C:6]([CH:8]2[C:14](=[O:15])[C:13]([CH3:16])([CH3:17])[O:12][C:11]([CH3:18])([CH3:19])[C:10]2=[O:9])[CH:7]=1.